From a dataset of Full USPTO retrosynthesis dataset with 1.9M reactions from patents (1976-2016). Predict the reactants needed to synthesize the given product. (1) Given the product [ClH:20].[CH3:1][O:2][C:3](=[O:31])[C@@H:4]([NH2:23])[CH2:5][C:6]1[CH:11]=[CH:10][C:9]([NH:12][C:13](=[O:22])[C:14]2[C:15]([Cl:21])=[CH:16][CH:17]=[CH:18][C:19]=2[Cl:20])=[CH:8][CH:7]=1, predict the reactants needed to synthesize it. The reactants are: [CH3:1][O:2][C:3](=[O:31])[CH:4]([NH:23]C(OC(C)(C)C)=O)[CH2:5][C:6]1[CH:11]=[CH:10][C:9]([NH:12][C:13](=[O:22])[C:14]2[C:19]([Cl:20])=[CH:18][CH:17]=[CH:16][C:15]=2[Cl:21])=[CH:8][CH:7]=1.Cl. (2) Given the product [CH3:15][O:16][C:17](=[O:27])[CH2:18][CH2:19][N:20]([C:7](=[O:8])[C:6]1[CH:10]=[CH:11][C:3]([NH:2][CH3:1])=[C:4]([N+:12]([O-:14])=[O:13])[CH:5]=1)[C:21]1[CH:22]=[CH:23][CH:24]=[CH:25][CH:26]=1, predict the reactants needed to synthesize it. The reactants are: [CH3:1][NH:2][C:3]1[CH:11]=[CH:10][C:6]([C:7](Cl)=[O:8])=[CH:5][C:4]=1[N+:12]([O-:14])=[O:13].[CH3:15][O:16][C:17](=[O:27])[CH2:18][CH2:19][NH:20][C:21]1[CH:26]=[CH:25][CH:24]=[CH:23][CH:22]=1.O1CCCC1. (3) Given the product [CH2:15]([O:22][CH:23]1[CH2:28][CH2:27][C:26]([C:3]2[CH:12]=[CH:11][C:10]3[C:5](=[CH:6][CH:7]=[C:8]([O:13][CH3:14])[CH:9]=3)[CH:4]=2)([OH:29])[CH:25]([CH2:30][N:31]([CH3:33])[CH3:32])[CH2:24]1)[C:16]1[CH:17]=[CH:18][CH:19]=[CH:20][CH:21]=1, predict the reactants needed to synthesize it. The reactants are: [Mg].Br[C:3]1[CH:12]=[CH:11][C:10]2[C:5](=[CH:6][CH:7]=[C:8]([O:13][CH3:14])[CH:9]=2)[CH:4]=1.[CH2:15]([O:22][CH:23]1[CH2:28][CH2:27][C:26](=[O:29])[CH:25]([CH2:30][N:31]([CH3:33])[CH3:32])[CH2:24]1)[C:16]1[CH:21]=[CH:20][CH:19]=[CH:18][CH:17]=1.[Cl-].[NH4+]. (4) The reactants are: [CH3:1][C:2]1([CH3:20])[C:7]2[CH:8]=[C:9]([C:12]3[NH:16][C:15]([C:17]#[N:18])=[CH:14][CH:13]=3)[CH:10]=[CH:11][C:6]=2[NH:5][C:4](=[O:19])[O:3]1.[C:21](=O)([O-])[O-].[K+].[K+].IC.O. Given the product [CH3:1][C:2]1([CH3:20])[C:7]2[CH:8]=[C:9]([C:12]3[N:16]([CH3:21])[C:15]([C:17]#[N:18])=[CH:14][CH:13]=3)[CH:10]=[CH:11][C:6]=2[NH:5][C:4](=[O:19])[O:3]1, predict the reactants needed to synthesize it.